From a dataset of Reaction yield outcomes from USPTO patents with 853,638 reactions. Predict the reaction yield, written as a fraction of the theoretical maximum amount of product (1.0 means a 100% yield; for example, 0.34 means a 34% yield). (1) The catalyst is C(OCC)(=O)C.C1C=CC([P]([Pd]([P](C2C=CC=CC=2)(C2C=CC=CC=2)C2C=CC=CC=2)([P](C2C=CC=CC=2)(C2C=CC=CC=2)C2C=CC=CC=2)[P](C2C=CC=CC=2)(C2C=CC=CC=2)C2C=CC=CC=2)(C2C=CC=CC=2)C2C=CC=CC=2)=CC=1. The yield is 0.170. The reactants are [S:1]1[C:5]([C:6]2[C:11](Br)=[CH:10][N:9]=[C:8]([NH:13][CH2:14][CH2:15][N:16]3[C:20]([CH3:22])([CH3:21])[C:19](=[O:23])[NH:18][C:17]3=[O:24])[N:7]=2)=[CH:4][C:3]2[CH:25]=[CH:26][CH:27]=[CH:28][C:2]1=2.[C:29]1(B(O)O)[CH:34]=[CH:33][CH:32]=[CH:31][CH:30]=1.C(=O)([O-])[O-].[Na+].[Na+].O1CCOCC1. The product is [S:1]1[C:5]([C:6]2[C:11]([C:29]3[CH:34]=[CH:33][CH:32]=[CH:31][CH:30]=3)=[CH:10][N:9]=[C:8]([NH:13][CH2:14][CH2:15][N:16]3[C:20]([CH3:22])([CH3:21])[C:19](=[O:23])[NH:18][C:17]3=[O:24])[N:7]=2)=[CH:4][C:3]2[CH:25]=[CH:26][CH:27]=[CH:28][C:2]1=2. (2) The reactants are NC1[S:3][C:4]2[CH:10]=[C:9]([O:11][CH2:12][CH2:13][CH2:14][CH3:15])[CH:8]=[CH:7][C:5]=2[N:6]=1.[OH-].[K+]. The catalyst is O. The product is [NH2:6][C:5]1[CH:7]=[CH:8][C:9]([O:11][CH2:12][CH2:13][CH2:14][CH3:15])=[CH:10][C:4]=1[SH:3]. The yield is 0.834. (3) The yield is 0.680. The product is [CH2:11]([NH:10][C:8]([C:4]1[S:3][C:2]([NH:1][C:18]([N:34]([CH2:33][CH:32]([O:31][CH3:30])[O:42][CH3:43])[C:35]2[CH:40]=[CH:39][C:38]([F:41])=[CH:37][CH:36]=2)=[O:19])=[N:6][C:5]=1[CH3:7])=[O:9])[C:12]1[CH:17]=[CH:16][CH:15]=[CH:14][CH:13]=1. The reactants are [NH2:1][C:2]1[S:3][C:4]([C:8]([NH:10][CH2:11][C:12]2[CH:17]=[CH:16][CH:15]=[CH:14][CH:13]=2)=[O:9])=[C:5]([CH3:7])[N:6]=1.[C:18](N1C=CN=C1)(N1C=CN=C1)=[O:19].[CH3:30][O:31][CH:32]([O:42][CH3:43])[CH2:33][NH:34][C:35]1[CH:40]=[CH:39][C:38]([F:41])=[CH:37][CH:36]=1. The catalyst is O1CCCC1. (4) The reactants are [CH:1]1([CH2:6][C@H:7]([CH2:28][N:29]([CH:38]=[O:39])[O:30][CH2:31][C:32]2[CH:37]=[CH:36][CH:35]=[CH:34][CH:33]=2)[C:8]([N:10]2[C@H:14]([C:15](O)=[O:16])[CH2:13][CH2:12][N:11]2[C:18]([O:20][CH2:21][C:22]2[CH:27]=[CH:26][CH:25]=[CH:24][CH:23]=2)=[O:19])=[O:9])[CH2:5][CH2:4][CH2:3][CH2:2]1.[NH:40]1[C:44]2[CH:45]=[CH:46][C:47]([NH2:49])=[CH:48][C:43]=2[N:42]=[N:41]1.CN1CCOCC1. The catalyst is C(#N)C. The product is [NH:40]1[C:44]2[CH:45]=[CH:46][C:47]([NH:49][C:15]([C@@H:14]3[CH2:13][CH2:12][N:11]([C:18]([O:20][CH2:21][C:22]4[CH:27]=[CH:26][CH:25]=[CH:24][CH:23]=4)=[O:19])[N:10]3[C:8](=[O:9])[C@@H:7]([CH2:28][N:29]([CH:38]=[O:39])[O:30][CH2:31][C:32]3[CH:37]=[CH:36][CH:35]=[CH:34][CH:33]=3)[CH2:6][CH:1]3[CH2:2][CH2:3][CH2:4][CH2:5]3)=[O:16])=[CH:48][C:43]=2[N:42]=[N:41]1. The yield is 0.696. (5) The reactants are [NH2:1][C@H:2]1[CH2:6][CH2:5][N:4]([C@H:7]2[CH2:12][CH2:11][C@@H:10]([O:13][CH3:14])[CH2:9][C@H:8]2[CH2:15][NH:16][C:17](=[O:19])[CH3:18])[C:3]1=[O:20].C(N(CC)CC)C.Cl[C:29]1[C:38]2[C:33](=[CH:34][CH:35]=[C:36]([C:39]([F:42])([F:41])[F:40])[CH:37]=2)[N:32]=[CH:31][N:30]=1. The catalyst is CC(O)C. The product is [CH3:14][O:13][C@H:10]1[CH2:9][C@@H:8]([CH2:15][NH:16][C:17](=[O:19])[CH3:18])[C@@H:7]([N:4]2[CH2:5][CH2:6][C@H:2]([NH:1][C:29]3[C:38]4[C:33](=[CH:34][CH:35]=[C:36]([C:39]([F:41])([F:42])[F:40])[CH:37]=4)[N:32]=[CH:31][N:30]=3)[C:3]2=[O:20])[CH2:12][CH2:11]1. The yield is 0.810. (6) The reactants are Br[C:2]1[C:11]2[C:6](=[CH:7][C:8]([C:12]3[CH:17]=[CH:16][CH:15]=[C:14]([OH:18])[CH:13]=3)=[CH:9][CH:10]=2)[CH:5]=[CH:4][C:3]=1[OH:19].CC1(C)C(C)(C)OB([C:28]2[CH:29]=[C:30]([NH:34][C:35](=[O:37])[CH3:36])[CH:31]=[CH:32][CH:33]=2)O1. No catalyst specified. The product is [OH:19][C:3]1[CH:4]=[CH:5][C:6]2[C:11](=[CH:10][CH:9]=[C:8]([C:12]3[CH:17]=[CH:16][CH:15]=[C:14]([OH:18])[CH:13]=3)[CH:7]=2)[C:2]=1[C:28]1[CH:29]=[C:30]([NH:34][C:35](=[O:37])[CH3:36])[CH:31]=[CH:32][CH:33]=1. The yield is 0.770. (7) The reactants are [OH:1][C:2]1[CH:3]=[CH:4][C:5]([N+:11]([O-:13])=[O:12])=[C:6]([CH:10]=1)[C:7]([OH:9])=[O:8].S(Cl)(Cl)=O.[CH3:18]O. No catalyst specified. The product is [OH:1][C:2]1[CH:3]=[CH:4][C:5]([N+:11]([O-:13])=[O:12])=[C:6]([CH:10]=1)[C:7]([O:9][CH3:18])=[O:8]. The yield is 0.980. (8) The reactants are [OH:1][C:2]1[CH:9]=[CH:8][C:7]([O:10][C:11]([F:14])([F:13])[F:12])=[CH:6][C:3]=1[CH:4]=[O:5].C1C(=O)N([I:22])C(=O)C1.S([O-])([O-])(=O)=S.[Na+].[Na+]. The catalyst is CN(C=O)C. The product is [OH:1][C:2]1[C:9]([I:22])=[CH:8][C:7]([O:10][C:11]([F:12])([F:13])[F:14])=[CH:6][C:3]=1[CH:4]=[O:5]. The yield is 0.780.